Predict the reaction yield, written as a fraction of the theoretical maximum amount of product (1.0 means a 100% yield; for example, 0.34 means a 34% yield). From a dataset of Reaction yield outcomes from USPTO patents with 853,638 reactions. The catalyst is CN(C=O)C. The yield is 0.780. The reactants are [NH2:1][C:2]1[C:10]([F:11])=[C:9]([Br:12])[CH:8]=[CH:7][C:3]=1[C:4]([OH:6])=[O:5].C1C(=O)N([Cl:20])C(=O)C1. The product is [NH2:1][C:2]1[C:10]([F:11])=[C:9]([Br:12])[C:8]([Cl:20])=[CH:7][C:3]=1[C:4]([OH:6])=[O:5].